Dataset: NCI-60 drug combinations with 297,098 pairs across 59 cell lines. Task: Regression. Given two drug SMILES strings and cell line genomic features, predict the synergy score measuring deviation from expected non-interaction effect. Drug 1: CC1=C(C=C(C=C1)C(=O)NC2=CC(=CC(=C2)C(F)(F)F)N3C=C(N=C3)C)NC4=NC=CC(=N4)C5=CN=CC=C5. Drug 2: C1=NC(=NC(=O)N1C2C(C(C(O2)CO)O)O)N. Cell line: CCRF-CEM. Synergy scores: CSS=0.866, Synergy_ZIP=-9.34, Synergy_Bliss=-19.5, Synergy_Loewe=-41.2, Synergy_HSA=-33.9.